Dataset: Full USPTO retrosynthesis dataset with 1.9M reactions from patents (1976-2016). Task: Predict the reactants needed to synthesize the given product. (1) Given the product [C:1]([C:5]1[CH:21]=[CH:20][C:8]([C:9](=[S:31])[NH:11][C:12]2[C:17]([Br:18])=[CH:16][CH:15]=[CH:14][C:13]=2[Br:19])=[CH:7][CH:6]=1)([CH3:4])([CH3:3])[CH3:2], predict the reactants needed to synthesize it. The reactants are: [C:1]([C:5]1[CH:21]=[CH:20][C:8]([C:9]([NH:11][C:12]2[C:17]([Br:18])=[CH:16][CH:15]=[CH:14][C:13]=2[Br:19])=O)=[CH:7][CH:6]=1)([CH3:4])([CH3:3])[CH3:2].COC1C=CC(P2(SP(C3C=CC(OC)=CC=3)(=S)S2)=[S:31])=CC=1. (2) Given the product [C:30]([C:2]1[CH:3]=[C:4]2[C:8](=[CH:9][CH:10]=1)[CH:7]([O:11][CH2:12][O:13][CH3:14])[CH:6]([CH2:15][CH2:16][CH:17]([N:19]([CH2:23][CH2:24][CH3:25])[CH2:20][CH2:21][CH3:22])[CH3:18])[CH2:5]2)#[N:31], predict the reactants needed to synthesize it. The reactants are: Br[C:2]1[CH:3]=[C:4]2[C:8](=[CH:9][CH:10]=1)[CH:7]([O:11][CH2:12][O:13][CH3:14])[CH:6]([CH2:15][CH2:16][CH:17]([N:19]([CH2:23][CH2:24][CH3:25])[CH2:20][CH2:21][CH3:22])[CH3:18])[CH2:5]2.C(Cl)(Cl)Cl.[CH3:30][N:31](C=O)C.